Dataset: Reaction yield outcomes from USPTO patents with 853,638 reactions. Task: Predict the reaction yield, written as a fraction of the theoretical maximum amount of product (1.0 means a 100% yield; for example, 0.34 means a 34% yield). (1) The reactants are C(Cl)(=O)C(Cl)=O.CS(C)=O.[OH:11][C@H:12]1[CH2:33][CH2:32][C@@:31]2([CH3:34])[C@@H:14]([CH2:15][CH2:16][C@:17]3([CH3:48])[C@@H:30]2[CH2:29][CH:28]=[C:27]2[C@@:18]3([CH3:47])[CH2:19][CH2:20][C@:21]3([C:37]([O:39][CH2:40][C:41]4[CH:46]=[CH:45][CH:44]=[CH:43][CH:42]=4)=[O:38])[C@H:26]2[C@@H:25]([CH3:35])[C@H:24]([CH3:36])[CH2:23][CH2:22]3)[C:13]1([CH3:50])[CH3:49].C(N(CC)CC)C. The catalyst is C(Cl)Cl. The product is [CH3:35][C@@H:25]1[C@@H:26]2[C@@:21]([C:37]([O:39][CH2:40][C:41]3[CH:42]=[CH:43][CH:44]=[CH:45][CH:46]=3)=[O:38])([CH2:20][CH2:19][C@:18]3([CH3:47])[C:27]2=[CH:28][CH2:29][C@H:30]2[C@@:17]3([CH3:48])[CH2:16][CH2:15][C@@H:14]3[C@:31]2([CH3:34])[CH2:32][CH2:33][C:12](=[O:11])[C:13]3([CH3:49])[CH3:50])[CH2:22][CH2:23][C@H:24]1[CH3:36]. The yield is 0.950. (2) The reactants are [CH3:1][C:2]([C:5]1[CH:10]=[CH:9][C:8]([CH2:11][N:12]2[C:17](=[O:18])[CH:16]=[C:15]([OH:19])[N:14]=[C:13]2[C:20]2[CH:24]=[CH:23][S:22][CH:21]=2)=[CH:7][CH:6]=1)([CH3:4])[CH3:3].[Cl-].C[Al+]C.S1C=CC([C:34]#[N:35])=C1.C(C1C=CC(CN)=CC=1)(C)(C)C.C([C:50](CC)([C:54]([O-:56])=[O:55])C([O-])=O)C.[Na].Cl.[OH2:61]. No catalyst specified. The product is [CH3:4][C:2]([C:5]1[CH:6]=[CH:7][C:8]([CH2:11][N:12]2[C:17](=[O:18])[C:16]([C:34]([NH:35][CH2:50][C:54]([OH:56])=[O:55])=[O:61])=[C:15]([OH:19])[N:14]=[C:13]2[C:20]2[CH:24]=[CH:23][S:22][CH:21]=2)=[CH:9][CH:10]=1)([CH3:1])[CH3:3]. The yield is 0.277.